From a dataset of Catalyst prediction with 721,799 reactions and 888 catalyst types from USPTO. Predict which catalyst facilitates the given reaction. (1) The catalyst class is: 13. Reactant: [F:1][C:2]1[CH:7]=[CH:6][C:5]([C:8]([C:10]2[N:11]=[C:12]([C@@H:15]3[CH2:20][N:19]4[CH2:21][CH2:22][CH2:23][C@@H:18]4[CH2:17][N:16]3C(OC(C)(C)C)=O)[O:13][CH:14]=2)=[O:9])=[CH:4][CH:3]=1.C(OCC)(=O)C.Cl. Product: [F:1][C:2]1[CH:7]=[CH:6][C:5]([C:8]([C:10]2[N:11]=[C:12]([C@@H:15]3[CH2:20][N:19]4[CH2:21][CH2:22][CH2:23][C@@H:18]4[CH2:17][NH:16]3)[O:13][CH:14]=2)=[O:9])=[CH:4][CH:3]=1. (2) Reactant: [F:1][C:2]1[N:10]=[C:9]2[C:5]([N:6]=[CH:7][NH:8]2)=[C:4]([NH:11][CH2:12][C:13]2[C:18]([CH3:19])=[CH:17][CH:16]=[CH:15][N:14]=2)[N:3]=1.C([O-])([O-])=O.[K+].[K+].Br[CH:27]([CH3:29])[CH3:28].C(Cl)Cl.CCOCC.CO. Product: [F:1][C:2]1[N:10]=[C:9]2[C:5]([N:6]=[CH:7][N:8]2[CH:27]([CH3:29])[CH3:28])=[C:4]([NH:11][CH2:12][C:13]2[C:18]([CH3:19])=[CH:17][CH:16]=[CH:15][N:14]=2)[N:3]=1. The catalyst class is: 9. (3) Reactant: [ClH:1].CC(O)C.[CH3:6][C:7]([C:40]([OH:42])=[O:41])([C:9]1[CH:10]=[CH:11][C:12]([CH:15]([OH:39])[CH2:16][CH2:17][CH2:18][N:19]2[CH2:24][CH2:23][CH:22]([C:25]([OH:38])([C:32]3[CH:33]=[CH:34][CH:35]=[CH:36][CH:37]=3)[C:26]3[CH:27]=[CH:28][CH:29]=[CH:30][CH:31]=3)[CH2:21][CH2:20]2)=[CH:13][CH:14]=1)[CH3:8]. Product: [CH3:8][C:7]([C:40]([OH:42])=[O:41])([C:9]1[CH:14]=[CH:13][C:12]([CH:15]([OH:39])[CH2:16][CH2:17][CH2:18][N:19]2[CH2:20][CH2:21][CH:22]([C:25]([OH:38])([C:26]3[CH:31]=[CH:30][CH:29]=[CH:28][CH:27]=3)[C:32]3[CH:33]=[CH:34][CH:35]=[CH:36][CH:37]=3)[CH2:23][CH2:24]2)=[CH:11][CH:10]=1)[CH3:6].[ClH:1]. The catalyst class is: 5. (4) Reactant: Br[C:2]1[CH:3]=[N:4][C:5]([NH:8][CH2:9][C:10]2[C:15]([F:16])=[CH:14][CH:13]=[CH:12][C:11]=2[F:17])=[N:6][CH:7]=1.ClC1[C:20](C2C=CC(NC(=O)C3C=CC=CC=3C(F)(F)F)=NC=2)=[CH:21][C:22]2O[C:25](F)(F)[O:24][C:23]=2C=1.P([O-])([O-])([O-])=O.[K+].[K+].[K+].O.[C:58](#[N:60])[CH3:59]. Product: [F:17][C:11]1[CH:12]=[CH:13][CH:14]=[C:15]([F:16])[C:10]=1[CH2:9][NH:8][C:5]1[N:4]=[CH:3][C:2]([C:59]2[CH:58]=[N:60][C:23]([O:24][CH3:25])=[CH:22][C:21]=2[CH3:20])=[CH:7][N:6]=1. The catalyst class is: 12. (5) Reactant: [CH2:1]([N:5]1[C:13]2[C:12](=[O:14])[NH:11][C:10]([Cl:15])=[N:9][C:8]=2[N:7]=[C:6]1[N:16]1[CH2:21][CH2:20][N:19]([C:22]([O:24][C:25]([CH3:28])([CH3:27])[CH3:26])=[O:23])[CH2:18][CH2:17]1)[C:2]#[C:3][CH3:4].[C:29]([C:31]1[CH:38]=[CH:37][C:34]([CH2:35]Br)=[CH:33][CH:32]=1)#[N:30].C(=O)([O-])[O-].[K+].[K+].[Cl-].[NH4+]. Product: [CH2:1]([N:5]1[C:13]2[C:12](=[O:14])[N:11]([CH2:35][C:34]3[CH:37]=[CH:38][C:31]([C:29]#[N:30])=[CH:32][CH:33]=3)[C:10]([Cl:15])=[N:9][C:8]=2[N:7]=[C:6]1[N:16]1[CH2:21][CH2:20][N:19]([C:22]([O:24][C:25]([CH3:28])([CH3:27])[CH3:26])=[O:23])[CH2:18][CH2:17]1)[C:2]#[C:3][CH3:4]. The catalyst class is: 9. (6) Reactant: [O:1]1[C:5]2[CH:6]=[C:7]([OH:10])[CH:8]=[CH:9][C:4]=2[CH:3]=[CH:2]1.N1C=CC=CC=1.[O:17](S(C(F)(F)F)(=O)=O)[S:18]([C:21]([F:24])([F:23])[F:22])(=O)=[O:19]. Product: [F:22][C:21]([F:24])([F:23])[S:18]([O:10][C:7]1[CH:8]=[CH:9][C:4]2[CH:3]=[CH:2][O:1][C:5]=2[CH:6]=1)(=[O:19])=[O:17]. The catalyst class is: 46. (7) Reactant: [Cl:1][C:2]1[N:3]=[C:4]([N:22]2[CH2:27][CH2:26][O:25][CH2:24][CH2:23]2)[C:5]2[S:10][C:9]([CH2:11][N:12]3[CH2:21][CH2:20][C:15]4(OCC[O:16]4)[CH2:14][CH2:13]3)=[CH:8][C:6]=2[N:7]=1.Cl.[OH-].[Na+].CCOC(C)=O. Product: [Cl:1][C:2]1[N:3]=[C:4]([N:22]2[CH2:23][CH2:24][O:25][CH2:26][CH2:27]2)[C:5]2[S:10][C:9]([CH2:11][N:12]3[CH2:13][CH2:14][C:15](=[O:16])[CH2:20][CH2:21]3)=[CH:8][C:6]=2[N:7]=1. The catalyst class is: 12. (8) Reactant: N1C=CC=CC=1.[C:7]([Br:11])(Br)(Br)Br.C1(P(C2C=CC=CC=2)C2C=CC=CC=2)C=CC=CC=1.[C:31]([O:35][C:36]([N:38]1[CH2:43][CH2:42][CH:41]([CH2:44][CH:45]([CH2:48][CH:49]2[CH2:54][CH2:53][N:52]([C:55]([O:57][C:58]([CH3:61])([CH3:60])[CH3:59])=[O:56])[CH2:51][CH2:50]2)CO)[CH2:40][CH2:39]1)=[O:37])([CH3:34])([CH3:33])[CH3:32]. Product: [C:58]([O:57][C:55]([N:52]1[CH2:51][CH2:50][CH:49]([CH2:48][CH:45]([CH2:7][Br:11])[CH2:44][CH:41]2[CH2:42][CH2:43][N:38]([C:36]([O:35][C:31]([CH3:34])([CH3:33])[CH3:32])=[O:37])[CH2:39][CH2:40]2)[CH2:54][CH2:53]1)=[O:56])([CH3:61])([CH3:60])[CH3:59]. The catalyst class is: 27.